This data is from Full USPTO retrosynthesis dataset with 1.9M reactions from patents (1976-2016). The task is: Predict the reactants needed to synthesize the given product. The reactants are: CC1C=CC(S(OCC[CH2:14][CH2:15][CH2:16][CH2:17][C@H:18]2[O:31][C:21]3=[N:22][C:23]4[CH:28]=[C:27](C#N)[CH:26]=[CH:25][C:24]=4[N:20]3[CH2:19]2)(=O)=O)=CC=1.CCCC[N+](CC[CH2:47][CH3:48])(CCCC)CCCC.[F-:49].C[C:51]#[N:52]. Given the product [F:49][CH2:47][CH2:48][CH2:25][CH2:26][CH2:27][CH2:28][C@@H:23]1[CH2:24][N:20]2[C:19]3[CH:14]=[CH:15][C:16]([C:51]#[N:52])=[CH:17][C:18]=3[O:31][C:21]2=[N:22]1, predict the reactants needed to synthesize it.